Dataset: Peptide-MHC class II binding affinity with 134,281 pairs from IEDB. Task: Regression. Given a peptide amino acid sequence and an MHC pseudo amino acid sequence, predict their binding affinity value. This is MHC class II binding data. (1) The peptide sequence is GELQTVDKIDAAFKI. The MHC is DRB4_0101 with pseudo-sequence DRB4_0103. The binding affinity (normalized) is 0.577. (2) The peptide sequence is GRWDEDGAKRIPVDV. The MHC is DRB1_0401 with pseudo-sequence DRB1_0401. The binding affinity (normalized) is 0. (3) The peptide sequence is SKEEKDTNGTDRAEI. The MHC is DRB1_0101 with pseudo-sequence DRB1_0101. The binding affinity (normalized) is 0.0137. (4) The peptide sequence is AELMILIATNLLGQN. The MHC is HLA-DPA10103-DPB10401 with pseudo-sequence HLA-DPA10103-DPB10401. The binding affinity (normalized) is 0.367.